Predict the reactants needed to synthesize the given product. From a dataset of Full USPTO retrosynthesis dataset with 1.9M reactions from patents (1976-2016). (1) The reactants are: N#N.Cl[CH2:4][C:5]1[CH:6]=[C:7]([C:10]2([CH3:15])[O:14][CH2:13][CH2:12][O:11]2)[S:8][CH:9]=1.[N+:16]([C:19]1[CH:23]=[N:22][NH:21][N:20]=1)([O-:18])=[O:17].CCN(C(C)C)C(C)C. Given the product [CH3:15][C:10]1([C:7]2[S:8][CH:9]=[C:5]([CH2:4][N:21]3[N:20]=[C:19]([N+:16]([O-:18])=[O:17])[CH:23]=[N:22]3)[CH:6]=2)[O:14][CH2:13][CH2:12][O:11]1, predict the reactants needed to synthesize it. (2) Given the product [O:6]1[CH2:7][CH2:8][O:4][CH:5]1[C:9]1[CH:14]=[C:13]([O:15][CH3:16])[N:12]=[CH:11][C:10]=1[O:17][CH2:18][C:19]1[C:20]([C:25]([OH:28])([CH3:1])[CH3:26])=[N:21][CH:22]=[CH:23][CH:24]=1, predict the reactants needed to synthesize it. The reactants are: [CH3:1][Mg]Br.[O:4]1[CH2:8][CH2:7][O:6][CH:5]1[C:9]1[CH:14]=[C:13]([O:15][CH3:16])[N:12]=[CH:11][C:10]=1[O:17][CH2:18][C:19]1[C:20]([C:25](=[O:28])[CH2:26]C)=[N:21][CH:22]=[CH:23][CH:24]=1.